Dataset: Reaction yield outcomes from USPTO patents with 853,638 reactions. Task: Predict the reaction yield, written as a fraction of the theoretical maximum amount of product (1.0 means a 100% yield; for example, 0.34 means a 34% yield). (1) The reactants are [OH:1][CH2:2][C@@H:3]1[CH2:12][N:7]2[CH2:8][CH2:9][NH:10][CH2:11][C@@H:6]2[CH2:5][CH2:4]1.Cl[C:14]1[N:19]=[CH:18][C:17]([F:20])=[CH:16][N:15]=1.C(=O)([O-])[O-].[Na+].[Na+]. The catalyst is O. The product is [OH:1][CH2:2][C@@H:3]1[CH2:12][N:7]2[CH2:8][CH2:9][N:10]([C:14]3[N:19]=[CH:18][C:17]([F:20])=[CH:16][N:15]=3)[CH2:11][C@@H:6]2[CH2:5][CH2:4]1. The yield is 0.750. (2) The reactants are Br[C:2]1[C:3]([CH3:9])=[CH:4][C:5]([Cl:8])=[N:6][CH:7]=1.[O:10]1[CH2:15][CH2:14][CH:13]([N:16]2[CH:20]=[C:19](B3OC(C)(C)C(C)(C)O3)[CH:18]=[N:17]2)[CH2:12][CH2:11]1.ClCCl.C(=O)([O-])[O-].[Cs+].[Cs+]. The catalyst is O1CCOCC1.C1C=CC(P(C2C=CC=CC=2)[C-]2C=CC=C2)=CC=1.C1C=CC(P(C2C=CC=CC=2)[C-]2C=CC=C2)=CC=1.Cl[Pd]Cl.[Fe+2].O. The product is [Cl:8][C:5]1[CH:4]=[C:3]([CH3:9])[C:2]([C:19]2[CH:18]=[N:17][N:16]([CH:13]3[CH2:14][CH2:15][O:10][CH2:11][CH2:12]3)[CH:20]=2)=[CH:7][N:6]=1. The yield is 0.630.